Dataset: Peptide-MHC class I binding affinity with 185,985 pairs from IEDB/IMGT. Task: Regression. Given a peptide amino acid sequence and an MHC pseudo amino acid sequence, predict their binding affinity value. This is MHC class I binding data. (1) The peptide sequence is IKLEPVHGVY. The MHC is HLA-A11:01 with pseudo-sequence HLA-A11:01. The binding affinity (normalized) is 0. (2) The peptide sequence is VFHELPSLC. The MHC is HLA-A23:01 with pseudo-sequence HLA-A23:01. The binding affinity (normalized) is 0.00977. (3) The peptide sequence is HVSSWEEVPY. The MHC is HLA-B15:01 with pseudo-sequence HLA-B15:01. The binding affinity (normalized) is 0.675. (4) The peptide sequence is FPVKPQVPL. The MHC is HLA-B44:03 with pseudo-sequence HLA-B44:03. The binding affinity (normalized) is 0. (5) The peptide sequence is TLLGLILFV. The MHC is H-2-Db with pseudo-sequence H-2-Db. The binding affinity (normalized) is 0. (6) The peptide sequence is GERYYFAYI. The MHC is HLA-A30:01 with pseudo-sequence HLA-A30:01. The binding affinity (normalized) is 0.187. (7) The peptide sequence is GLGGDASAY. The MHC is HLA-B35:01 with pseudo-sequence HLA-B35:01. The binding affinity (normalized) is 0.0847. (8) The peptide sequence is SIDIETESV. The MHC is HLA-A02:01 with pseudo-sequence HLA-A02:01. The binding affinity (normalized) is 0.496.